From a dataset of Reaction yield outcomes from USPTO patents with 853,638 reactions. Predict the reaction yield, written as a fraction of the theoretical maximum amount of product (1.0 means a 100% yield; for example, 0.34 means a 34% yield). The reactants are [Br:1][C:2]1[CH:3]=[C:4](/[CH:7]=[CH:8]/[C:9]([OH:11])=O)[O:5][CH:6]=1.S(Cl)([Cl:14])=O. The catalyst is ClC(Cl)Cl.CN(C=O)C. The product is [Br:1][C:2]1[CH:3]=[C:4](/[CH:7]=[CH:8]/[C:9]([Cl:14])=[O:11])[O:5][CH:6]=1. The yield is 0.970.